This data is from Tyrosyl-DNA phosphodiesterase HTS with 341,365 compounds. The task is: Binary Classification. Given a drug SMILES string, predict its activity (active/inactive) in a high-throughput screening assay against a specified biological target. (1) The drug is S(=O)(=O)(Nc1c(sc(c1)c1ccc(F)cc1)C(=O)C)c1ccc(cc1)C. The result is 0 (inactive). (2) The molecule is Fc1cc(n2nc(c3c2nc(cc3C(=O)Nc2ccc(OCC)cc2)C)C)ccc1. The result is 0 (inactive). (3) The molecule is Clc1c(cc(OCC(OC(C(=O)Nc2ccc(N3CCOCC3)cc2)C)=O)cc1)C. The result is 0 (inactive). (4) The drug is Clc1c(cc(Cn2c3CC4C(C(N(C4)C(=O)c4ccccc4)(Cc4ccc(F)cc4)C(OC)=O)c3cc2C(=O)N(C)C)cc1)C(F)(F)F. The result is 0 (inactive). (5) The compound is O=C(N(CC)CC(=O)Nc1c(OC)cccc1)CC1CCCC1. The result is 0 (inactive). (6) The drug is S=c1n(c2c(OC)ccc(OC)c2)c(n[nH]1)c1ccccc1. The result is 0 (inactive). (7) The drug is S(=O)(=O)(C(CC(=O)Nc1cc(c(cc1)C)C)C)c1cc2NC(=O)COc2cc1. The result is 0 (inactive).